The task is: Predict which catalyst facilitates the given reaction.. This data is from Catalyst prediction with 721,799 reactions and 888 catalyst types from USPTO. (1) Reactant: C(OC([N:8]1[CH:13]2[CH2:14][CH2:15][CH:9]1[CH2:10][C:11]([OH:21])([C:16]1[O:17][CH:18]=[CH:19][N:20]=1)[CH2:12]2)=O)(C)(C)C.[ClH:22]. Product: [ClH:22].[O:17]1[CH:18]=[CH:19][N:20]=[C:16]1[C:11]1([OH:21])[CH2:12][CH:13]2[NH:8][CH:9]([CH2:15][CH2:14]2)[CH2:10]1. The catalyst class is: 12. (2) Reactant: C([O:3][C:4]([O:6]/[N:7]=[C:8](/[NH2:42])\[C:9]1[CH:14]=[C:13]([C:15]2[N:20]3[CH:21]=[C:22](/[CH:24]=[CH:25]/[C:26]4[CH:35]=[CH:34][C:33]5[C:28](=[CH:29][CH:30]=[CH:31][CH:32]=5)[N:27]=4)[N:23]=[C:19]3[C:18]([N:36]3[CH2:41][CH2:40][O:39][CH2:38][CH2:37]3)=[N:17][CH:16]=2)[CH:12]=[N:11][CH:10]=1)=O)C.C1CCN2C(=NCCC2)CC1. Product: [O:39]1[CH2:38][CH2:37][N:36]([C:18]2[C:19]3[N:20]([CH:21]=[C:22](/[CH:24]=[CH:25]/[C:26]4[CH:35]=[CH:34][C:33]5[C:28](=[CH:29][CH:30]=[CH:31][CH:32]=5)[N:27]=4)[N:23]=3)[C:15]([C:13]3[CH:14]=[C:9]([C:8]4[N:42]=[C:4]([OH:3])[O:6][N:7]=4)[CH:10]=[N:11][CH:12]=3)=[CH:16][N:17]=2)[CH2:41][CH2:40]1. The catalyst class is: 10. (3) Reactant: [NH2:1][C:2]1[CH:7]=[CH:6][C:5]([CH:8]([C:15]2[CH:20]=[CH:19][C:18]([Cl:21])=[CH:17][CH:16]=2)[C:9]2[N:13]([CH3:14])[CH:12]=[N:11][CH:10]=2)=[CH:4][C:3]=1[C:22]([C:24]1[CH:29]=[CH:28][CH:27]=[C:26]([Cl:30])[CH:25]=1)=[O:23].[BH4-].[Na+]. Product: [NH2:1][C:2]1[CH:7]=[CH:6][C:5]([CH:8]([C:15]2[CH:16]=[CH:17][C:18]([Cl:21])=[CH:19][CH:20]=2)[C:9]2[N:13]([CH3:14])[CH:12]=[N:11][CH:10]=2)=[CH:4][C:3]=1[CH:22]([C:24]1[CH:29]=[CH:28][CH:27]=[C:26]([Cl:30])[CH:25]=1)[OH:23]. The catalyst class is: 5. (4) Product: [Br:33][C:7]1[N:6]([CH2:11][C@H:12]2[CH2:17][CH2:16][C@H:15]([CH3:18])[CH2:14][CH2:13]2)[C:5]2[C:9](=[N:10][C:2]([Cl:1])=[N:3][C:4]=2[C:19]2[CH:24]=[CH:23][CH:22]=[C:21]([Cl:25])[CH:20]=2)[N:8]=1. The catalyst class is: 373. Reactant: [Cl:1][C:2]1[N:10]=[C:9]2[C:5]([N:6]([CH2:11][C@H:12]3[CH2:17][CH2:16][C@H:15]([CH3:18])[CH2:14][CH2:13]3)[CH:7]=[N:8]2)=[C:4]([C:19]2[CH:24]=[CH:23][CH:22]=[C:21]([Cl:25])[CH:20]=2)[N:3]=1.C1C(=O)N([Br:33])C(=O)C1. (5) The catalyst class is: 154. Reactant: Cl[S:2]([CH2:5][CH2:6][CH2:7][NH:8][C:9](=[O:11])[CH3:10])(=[O:4])=[O:3].[CH3:12][C:13]([CH3:26])([CH2:16][CH2:17][O:18][CH2:19][C:20]1[CH:25]=[CH:24][CH:23]=[CH:22][CH:21]=1)[CH2:14][OH:15].C(N(CC)CC)C. Product: [C:9]([NH:8][CH2:7][CH2:6][CH2:5][S:2]([O:15][CH2:14][C:13]([CH3:26])([CH3:12])[CH2:16][CH2:17][O:18][CH2:19][C:20]1[CH:25]=[CH:24][CH:23]=[CH:22][CH:21]=1)(=[O:4])=[O:3])(=[O:11])[CH3:10].